From a dataset of Reaction yield outcomes from USPTO patents with 853,638 reactions. Predict the reaction yield, written as a fraction of the theoretical maximum amount of product (1.0 means a 100% yield; for example, 0.34 means a 34% yield). (1) The reactants are [O:1]=[C:2]1[C:10]2([CH2:14][O:13][C:12]3[CH:15]=[C:16]4[C:20](=[CH:21][C:11]2=3)[CH2:19][CH2:18][O:17]4)[C:9]2[C:4](=[CH:5][CH:6]=[CH:7][CH:8]=2)[N:3]1[CH2:22][C:23]1[O:27][C:26]([C:28]([OH:30])=O)=[CH:25][CH:24]=1.S(Cl)(Cl)=O.Cl.[CH3:36][NH:37][CH3:38].C(N(CC)CC)C. The catalyst is CN(C)C=O.C(Cl)(Cl)Cl.ClCCl. The product is [CH3:36][N:37]([CH3:38])[C:28]([C:26]1[O:27][C:23]([CH2:22][N:3]2[C:4]3[C:9](=[CH:8][CH:7]=[CH:6][CH:5]=3)[C:10]3([CH2:14][O:13][C:12]4[CH:15]=[C:16]5[C:20](=[CH:21][C:11]3=4)[CH2:19][CH2:18][O:17]5)[C:2]2=[O:1])=[CH:24][CH:25]=1)=[O:30]. The yield is 0.420. (2) The reactants are [N:1]([CH:4]([C:10]1[N:14]([CH2:15][C:16]2[CH:21]=[CH:20][C:19]([F:22])=[CH:18][CH:17]=2)[N:13]=[CH:12][N:11]=1)[CH:5]([CH2:8][CH3:9])[CH2:6][CH3:7])=[N+]=[N-].CO.CCOC(C)=O. The catalyst is CCOC(C)=O.[Pd]. The product is [CH2:8]([CH:5]([CH2:6][CH3:7])[CH:4]([NH2:1])[C:10]1[N:14]([CH2:15][C:16]2[CH:17]=[CH:18][C:19]([F:22])=[CH:20][CH:21]=2)[N:13]=[CH:12][N:11]=1)[CH3:9]. The yield is 0.680. (3) The reactants are [CH3:1][O:2][C:3]([CH:5]1[CH2:10][N:9]([C:11]([O:13][C:14]([CH3:17])([CH3:16])[CH3:15])=[O:12])[CH2:8][CH2:7][NH:6]1)=[O:4].N1C=CC=CC=1.[Cl:24][C:25]1[CH:30]=[CH:29][C:28](B(O)O)=[CH:27][CH:26]=1. The catalyst is C([O-])(=O)C.[Cu+2].C([O-])(=O)C. The product is [Cl:24][C:25]1[CH:30]=[CH:29][C:28]([N:6]2[CH2:7][CH2:8][N:9]([C:11]([O:13][C:14]([CH3:17])([CH3:16])[CH3:15])=[O:12])[CH2:10][CH:5]2[C:3]([O:2][CH3:1])=[O:4])=[CH:27][CH:26]=1. The yield is 0.360. (4) The reactants are [F:1][C:2]1[CH:10]=[CH:9][CH:8]=[C:7]2[C:3]=1[C:4](CCN(C)C)=[CH:5][NH:6]2.[OH-].[Na+].[C:18](O)(=O)C.[N+:22]([CH:25]([CH3:27])[CH3:26])([O-:24])=[O:23]. The catalyst is C(OCC)(=O)C.[Cl-].[Na+].O. The product is [F:1][C:2]1[CH:10]=[CH:9][CH:8]=[C:7]2[C:3]=1[C:4]([CH2:26][C:25]([CH3:18])([N+:22]([O-:24])=[O:23])[CH3:27])=[CH:5][NH:6]2. The yield is 0.760. (5) The reactants are [CH3:1][O:2][CH:3]([CH:37]1[CH2:42][CH2:41][NH:40][CH2:39][CH2:38]1)[C:4]1[CH:32]=[CH:31][C:30]([C:33]([F:36])([F:35])[F:34])=[CH:29][C:5]=1[CH2:6][N:7]([CH2:14][C:15]1[CH:20]=[C:19]([C:21]([F:24])([F:23])[F:22])[CH:18]=[C:17]([C:25]([F:28])([F:27])[F:26])[CH:16]=1)[C:8]1[N:9]=[N:10][N:11]([CH3:13])[N:12]=1.N1C=CC=CC=1.[C:49](Cl)(=[O:51])[CH3:50]. The catalyst is C(Cl)Cl. The product is [F:26][C:25]([F:28])([F:27])[C:17]1[CH:16]=[C:15]([CH:20]=[C:19]([C:21]([F:24])([F:23])[F:22])[CH:18]=1)[CH2:14][N:7]([CH2:6][C:5]1[CH:29]=[C:30]([C:33]([F:36])([F:35])[F:34])[CH:31]=[CH:32][C:4]=1[CH:3]([O:2][CH3:1])[CH:37]1[CH2:38][CH2:39][N:40]([C:49](=[O:51])[CH3:50])[CH2:41][CH2:42]1)[C:8]1[N:9]=[N:10][N:11]([CH3:13])[N:12]=1. The yield is 0.640.